This data is from Reaction yield outcomes from USPTO patents with 853,638 reactions. The task is: Predict the reaction yield, written as a fraction of the theoretical maximum amount of product (1.0 means a 100% yield; for example, 0.34 means a 34% yield). (1) The reactants are [H-].[Na+].[F:3][CH:4]([C:9](OC)=O)[C:5]([O:7][CH3:8])=[O:6].COC(=O)/C=C/[C:18]1[CH:23]=[CH:22][C:21]([CH2:24][N:25]2[CH2:29][CH2:28][CH2:27][C@@H:26]2[CH2:30][C:31]2[C:39]3[C:34](=[CH:35][CH:36]=[CH:37][CH:38]=3)[NH:33][CH:32]=2)=[CH:20][CH:19]=1. The catalyst is O1CCCC1. The product is [CH3:8][O:7][C:5](=[O:6])/[C:4](/[F:3])=[CH:9]/[C:18]1[CH:19]=[CH:20][C:21]([CH2:24][N:25]2[CH2:29][CH2:28][CH2:27][C@@H:26]2[CH2:30][C:31]2[C:39]3[C:34](=[CH:35][CH:36]=[CH:37][CH:38]=3)[NH:33][CH:32]=2)=[CH:22][CH:23]=1. The yield is 0.286. (2) The reactants are C([O:3][C:4]([C:6]1[CH:19]=[C:18]2[C:9]([O:10][CH2:11][CH2:12][N:13]3[C:17]2=[N:16][C:15]([C:20]2[N:24]([CH:25]([CH3:27])[CH3:26])[N:23]=[C:22]([CH3:28])[N:21]=2)=[CH:14]3)=[CH:8][C:7]=1[O:29][CH3:30])=[CH2:5])C.CC1C=CC(S(O)(=O)=O)=CC=1. The catalyst is CC(C)=O. The product is [CH3:30][O:29][C:7]1[CH:8]=[C:9]2[C:18](=[CH:19][C:6]=1[C:4](=[O:3])[CH3:5])[C:17]1[N:13]([CH:14]=[C:15]([C:20]3[N:24]([CH:25]([CH3:26])[CH3:27])[N:23]=[C:22]([CH3:28])[N:21]=3)[N:16]=1)[CH2:12][CH2:11][O:10]2. The yield is 0.800. (3) The reactants are [CH2:1]1[CH2:6][C@H:5]([C:7]([OH:9])=[O:8])[CH2:4][CH2:3][C@H:2]1[CH2:10][NH2:11].[CH3:12][CH:13]([CH3:30])[CH2:14][C:15]([O:17][CH2:18][O:19][C:20](ON1C(=O)CCC1=O)=[O:21])=[O:16]. The catalyst is CC(OC)(C)C.CC(C)=O.O. The product is [CH3:12][CH:13]([CH3:30])[CH2:14][C:15]([O:17][CH2:18][O:19][C:20]([NH:11][CH2:10][C@H:2]1[CH2:3][CH2:4][C@H:5]([C:7]([OH:9])=[O:8])[CH2:6][CH2:1]1)=[O:21])=[O:16]. The yield is 0.490. (4) The yield is 0.680. The product is [CH3:60][O:61][C:62]([NH:64][C@@H:65]([CH:69]([CH3:71])[CH3:70])[C:66]([N:40]1[CH2:41][CH2:42][CH2:43][C@H:39]1[C:37]1[NH:38][C:34]([C:31]2[CH:32]=[CH:33][C:28]([C:25]3[CH:26]=[CH:27][C:22]([C:19]4[CH:20]=[CH:21][C:15]5[N:14]=[C:13]([C@@H:9]6[CH2:10][CH2:11][CH2:12][N:8]6[C:6]([O:5][C:1]([CH3:3])([CH3:4])[CH3:2])=[O:7])[NH:17][C:16]=5[CH:18]=4)=[CH:23][CH:24]=3)=[CH:29][CH:30]=2)=[CH:35][N:36]=1)=[O:67])=[O:63]. The catalyst is O.C(O)C.[Pd].C(#N)C.CO.[OH-].[Na+].C(OCC)(=O)C. The reactants are [C:1]([O:5][C:6]([N:8]1[CH2:12][CH2:11][CH2:10][C@H:9]1[C:13]1[NH:17][C:16]2[CH:18]=[C:19]([C:22]3[CH:27]=[CH:26][C:25]([C:28]4[CH:33]=[CH:32][C:31]([C:34]5[NH:38][C:37]([C@@H:39]6[CH2:43][CH2:42][CH2:41][N:40]6C(OCC6C=CC=CC=6)=O)=[N:36][CH:35]=5)=[CH:30][CH:29]=4)=[CH:24][CH:23]=3)[CH:20]=[CH:21][C:15]=2[N:14]=1)=[O:7])([CH3:4])([CH3:3])[CH3:2].C(=O)([O-])[O-].[K+].[K+].[CH3:60][O:61][C:62]([NH:64][C@@H:65]([CH:69]([CH3:71])[CH3:70])[C:66](O)=[O:67])=[O:63].CN(C(ON1N=NC2C=CC=NC1=2)=[N+](C)C)C.F[P-](F)(F)(F)(F)F.C(N(C(C)C)CC)(C)C. (5) The reactants are [Cl:1][C:2]1[CH:7]=[CH:6][C:5]([C:8]2([C:11]([OH:13])=O)[CH2:10][CH2:9]2)=[CH:4][CH:3]=1.[K+].[CH3:15][O:16][C:17](=[O:22])[CH2:18]C([O-])=O. No catalyst specified. The product is [Cl:1][C:2]1[CH:3]=[CH:4][C:5]([C:8]2([C:11](=[O:13])[CH2:18][C:17]([O:16][CH3:15])=[O:22])[CH2:9][CH2:10]2)=[CH:6][CH:7]=1. The yield is 0.780. (6) The reactants are Cl[C:2]1[N:7]=[C:6]([O:8][CH3:9])[N:5]=[C:4]([O:10][CH3:11])[CH:3]=1.[OH:12][C:13]1[CH:39]=[CH:38][CH:37]=[CH:36][C:14]=1[CH2:15][NH:16][C:17]([NH:19][C:20]1[N:24]([C:25]2[CH:30]=[CH:29][C:28]([CH3:31])=[CH:27][CH:26]=2)[N:23]=[C:22]([C:32]([CH3:35])([CH3:34])[CH3:33])[CH:21]=1)=[O:18].[OH-].[Na+].[Cl-].[NH4+]. The catalyst is CC(C)=O. The product is [CH3:9][O:8][C:6]1[N:7]=[C:2]([O:12][C:13]2[CH:39]=[CH:38][CH:37]=[CH:36][C:14]=2[CH2:15][NH:16][C:17]([NH:19][C:20]2[N:24]([C:25]3[CH:30]=[CH:29][C:28]([CH3:31])=[CH:27][CH:26]=3)[N:23]=[C:22]([C:32]([CH3:34])([CH3:35])[CH3:33])[CH:21]=2)=[O:18])[CH:3]=[C:4]([O:10][CH3:11])[N:5]=1. The yield is 0.0800. (7) The reactants are [CH2:1]([C:5]1[N:6]=[C:7]([O:27][CH3:28])[NH:8][C:9](=[O:26])[C:10]=1[CH2:11][C:12]1[CH:17]=[CH:16][C:15]([C:18]2[C:19]([C:24]#[N:25])=[CH:20][CH:21]=[CH:22][CH:23]=2)=[CH:14][CH:13]=1)[CH2:2][CH2:3][CH3:4].[CH2:29](Br)[C:30]1[CH:35]=[CH:34][CH:33]=[CH:32][CH:31]=1.C(=O)([O-])[O-].[Cs+].[Cs+]. The catalyst is CN(C)C=O.C(OCC)(=O)C. The product is [CH2:29]([N:8]1[C:9](=[O:26])[C:10]([CH2:11][C:12]2[CH:17]=[CH:16][C:15]([C:18]3[C:19]([C:24]#[N:25])=[CH:20][CH:21]=[CH:22][CH:23]=3)=[CH:14][CH:13]=2)=[C:5]([CH2:1][CH2:2][CH2:3][CH3:4])[N:6]=[C:7]1[O:27][CH3:28])[C:30]1[CH:35]=[CH:34][CH:33]=[CH:32][CH:31]=1. The yield is 0.500.